This data is from Forward reaction prediction with 1.9M reactions from USPTO patents (1976-2016). The task is: Predict the product of the given reaction. Given the reactants [NH2:1][C:2]1[CH:7]=[CH:6][C:5]([C:8]2[CH:9]=[C:10]3[C:14](=[CH:15][CH:16]=2)[C:13](=[O:17])[N:12]([C@@H:18]([CH:23]([CH3:25])[CH3:24])[C:19]([O:21][CH3:22])=[O:20])[CH2:11]3)=[CH:4][CH:3]=1.[CH3:26][O:27][C:28]1[CH:29]=[C:30]([S:36](Cl)(=[O:38])=[O:37])[CH:31]=[CH:32][C:33]=1[O:34][CH3:35], predict the reaction product. The product is: [CH3:26][O:27][C:28]1[CH:29]=[C:30]([S:36]([NH:1][C:2]2[CH:7]=[CH:6][C:5]([C:8]3[CH:9]=[C:10]4[C:14](=[CH:15][CH:16]=3)[C:13](=[O:17])[N:12]([C@@H:18]([CH:23]([CH3:25])[CH3:24])[C:19]([O:21][CH3:22])=[O:20])[CH2:11]4)=[CH:4][CH:3]=2)(=[O:37])=[O:38])[CH:31]=[CH:32][C:33]=1[O:34][CH3:35].